From a dataset of Catalyst prediction with 721,799 reactions and 888 catalyst types from USPTO. Predict which catalyst facilitates the given reaction. (1) Reactant: Br[C:2]1[CH:3]=[C:4]([CH:7]=[CH:8][C:9]=1[CH3:10])[CH:5]=[O:6].[CH3:11][C:12]1([CH3:28])[C:16]([CH3:18])([CH3:17])[O:15][B:14]([B:14]2[O:15][C:16]([CH3:18])([CH3:17])[C:12]([CH3:28])([CH3:11])[O:13]2)[O:13]1.C([O-])(=O)C.[K+].BrC1C=CC=CC=1S(N)(=O)=O. Product: [CH3:10][C:9]1[CH:8]=[CH:7][C:4]([CH:5]=[O:6])=[CH:3][C:2]=1[B:14]1[O:15][C:16]([CH3:18])([CH3:17])[C:12]([CH3:28])([CH3:11])[O:13]1. The catalyst class is: 140. (2) The catalyst class is: 9. Reactant: Cl[CH2:2][CH2:3][CH2:4][O:5][C:6]1[CH:15]=[C:14]2[C:9]([C:10]([O:16][C:17]3[CH:22]=[CH:21][C:20]([CH3:23])=[CH:19][C:18]=3[C:24]([C:26]3[CH:31]=[CH:30][CH:29]=[CH:28][CH:27]=3)=[O:25])=[CH:11][CH:12]=[N:13]2)=[CH:8][C:7]=1[O:32][CH3:33].[N:34]1([CH:39]2[CH2:44][CH2:43][NH:42][CH2:41][CH2:40]2)[CH2:38][CH2:37][CH2:36][CH2:35]1.C(=O)([O-])[O-].[K+].[K+].O. Product: [CH3:23][C:20]1[CH:21]=[CH:22][C:17]([O:16][C:10]2[C:9]3[C:14](=[CH:15][C:6]([O:5][CH2:4][CH2:3][CH2:2][N:42]4[CH2:43][CH2:44][CH:39]([N:34]5[CH2:38][CH2:37][CH2:36][CH2:35]5)[CH2:40][CH2:41]4)=[C:7]([O:32][CH3:33])[CH:8]=3)[N:13]=[CH:12][CH:11]=2)=[C:18]([C:24]([C:26]2[CH:27]=[CH:28][CH:29]=[CH:30][CH:31]=2)=[O:25])[CH:19]=1. (3) The catalyst class is: 12. Reactant: [Br:1][C:2]1[CH:7]=[CH:6][C:5]([CH:8]([CH:20]2[CH2:25][CH2:24][CH2:23][CH2:22][CH2:21]2)[CH2:9][C:10]([C:12]2[CH:13]=[N:14][C:15]([O:18]C)=[CH:16][CH:17]=2)=[O:11])=[CH:4][CH:3]=1.Cl. Product: [Br:1][C:2]1[CH:3]=[CH:4][C:5]([CH:8]([CH:20]2[CH2:25][CH2:24][CH2:23][CH2:22][CH2:21]2)[CH2:9][C:10]([C:12]2[CH:17]=[CH:16][C:15](=[O:18])[NH:14][CH:13]=2)=[O:11])=[CH:6][CH:7]=1. (4) The catalyst class is: 13. Product: [CH3:6][NH:7][C:8]([N:10]1[CH2:15][CH2:14][N:13]([S:16]([C:19]2[CH:24]=[CH:23][C:22]([O:25][CH2:43][C:44]3[CH:49]=[C:48]([F:50])[CH:47]=[CH:46][C:45]=3[CH3:51])=[CH:21][CH:20]=2)(=[O:18])=[O:17])[CH:12]([C:26]23[O:33][CH2:32][C:29]([CH3:34])([CH2:28][O:27]2)[CH2:30][O:31]3)[CH:11]1[CH3:35])=[O:9]. Reactant: CN(C)C=O.[CH3:6][NH:7][C:8]([N:10]1[CH2:15][CH2:14][N:13]([S:16]([C:19]2[CH:24]=[CH:23][C:22]([OH:25])=[CH:21][CH:20]=2)(=[O:18])=[O:17])[CH:12]([C:26]23[O:33][CH2:32][C:29]([CH3:34])([CH2:30][O:31]2)[CH2:28][O:27]3)[CH:11]1[CH3:35])=[O:9].C(=O)([O-])[O-].[Cs+].[Cs+].Br[CH2:43][C:44]1[CH:49]=[C:48]([F:50])[CH:47]=[CH:46][C:45]=1[CH3:51]. (5) Reactant: C(OC([N:8]([C:36]1[N:37]=[C:38]2[CH:44]=[CH:43][N:42]([S:45]([C:48]3[CH:54]=[CH:53][C:51]([CH3:52])=[CH:50][CH:49]=3)(=[O:47])=[O:46])[C:39]2=[N:40][CH:41]=1)[CH2:9][C:10]([CH:12]1[CH:17]([CH3:18])[CH2:16][CH2:15][N:14]([C:19]([O:21][CH2:22][CH:23]2[C:35]3[CH:34]=[CH:33][CH:32]=[CH:31][C:30]=3[C:29]3[C:24]2=[CH:25][CH:26]=[CH:27][CH:28]=3)=[O:20])[CH2:13]1)=[O:11])=O)(C)(C)C.C(O)(C(F)(F)F)=O. Product: [CH3:18][CH:17]1[CH2:16][CH2:15][N:14]([C:19]([O:21][CH2:22][CH:23]2[C:35]3[CH:34]=[CH:33][CH:32]=[CH:31][C:30]=3[C:29]3[C:24]2=[CH:25][CH:26]=[CH:27][CH:28]=3)=[O:20])[CH2:13][CH:12]1[C:10](=[O:11])[CH2:9][NH:8][C:36]1[N:37]=[C:38]2[CH:44]=[CH:43][N:42]([S:45]([C:48]3[CH:49]=[CH:50][C:51]([CH3:52])=[CH:53][CH:54]=3)(=[O:47])=[O:46])[C:39]2=[N:40][CH:41]=1. The catalyst class is: 2. (6) Reactant: [C:1]([O:5][C:6]([NH:8][C:9]1[CH:14]=[CH:13][C:12]([CH2:15][C:16]([OH:18])=[O:17])=[CH:11][CH:10]=1)=[O:7])([CH3:4])([CH3:3])[CH3:2].C(N=C=NC(C)C)(C)C.[CH2:28]([O:35][C:36](=[O:49])[C@@H:37]([O:46][CH2:47][CH3:48])[CH2:38][C:39]1[CH:44]=[CH:43][C:42](O)=[CH:41][CH:40]=1)[C:29]1[CH:34]=[CH:33][CH:32]=[CH:31][CH:30]=1. Product: [CH2:28]([O:35][C:36](=[O:49])[C@@H:37]([O:46][CH2:47][CH3:48])[CH2:38][C:39]1[CH:44]=[CH:43][C:42]([O:17][C:16](=[O:18])[CH2:15][C:12]2[CH:11]=[CH:10][C:9]([NH:8][C:6]([O:5][C:1]([CH3:4])([CH3:2])[CH3:3])=[O:7])=[CH:14][CH:13]=2)=[CH:41][CH:40]=1)[C:29]1[CH:30]=[CH:31][CH:32]=[CH:33][CH:34]=1. The catalyst class is: 840. (7) Reactant: C([N:8]1[CH2:13][CH2:12][CH2:11][C:10]([C:15]2[C:23]3[C:18](=[N:19][CH:20]=[CH:21][CH:22]=3)[NH:17][CH:16]=2)([OH:14])[CH2:9]1)C1C=CC=CC=1.C([O-])=O.[NH4+]. Product: [NH:17]1[C:18]2=[N:19][CH:20]=[CH:21][CH:22]=[C:23]2[C:15]([C:10]2([OH:14])[CH2:11][CH2:12][CH2:13][NH:8][CH2:9]2)=[CH:16]1. The catalyst class is: 105. (8) Reactant: [C:1](Cl)(=[O:3])[CH3:2].Cl.[CH2:6]([O:13][C@H:14]1[CH2:18][NH:17][C@H:16]([C:19]([OH:21])=[O:20])[CH2:15]1)[C:7]1[CH:12]=[CH:11][CH:10]=[CH:9][CH:8]=1.[CH2:22](N(CC)CC)C. Product: [N:17]1([C:1]([CH3:2])=[O:3])[CH2:18][C@H:14]([O:13][CH2:6][C:7]2[CH:12]=[CH:11][CH:10]=[CH:9][CH:8]=2)[CH2:15][C@H:16]1[C:19]([O:21][CH3:22])=[O:20]. The catalyst class is: 17. (9) Reactant: Br/[CH:2]=[CH:3]/[C:4]1[S:5][CH:6]=[CH:7][C:8]=1[CH3:9].C([Li])(C)(C)C.[CH2:15]([O:22][C:23]1[CH:24]=[C:25]2[C:30](=[CH:31][C:32]=1[O:33][CH3:34])[CH:29]=[N:28][CH2:27][CH2:26]2)[C:16]1[CH:21]=[CH:20][CH:19]=[CH:18][CH:17]=1.C[Si](Cl)(C)C. Product: [CH2:15]([O:22][C:23]1[CH:24]=[C:25]2[C:30](=[CH:31][C:32]=1[O:33][CH3:34])[CH:29](/[CH:2]=[CH:3]/[C:4]1[S:5][CH:6]=[CH:7][C:8]=1[CH3:9])[NH:28][CH2:27][CH2:26]2)[C:16]1[CH:21]=[CH:20][CH:19]=[CH:18][CH:17]=1. The catalyst class is: 332.